From a dataset of Catalyst prediction with 721,799 reactions and 888 catalyst types from USPTO. Predict which catalyst facilitates the given reaction. (1) Reactant: FC(F)(F)S(O[C:7]1[CH2:12][CH2:11][N:10]([C:13]([O:15][C:16]([CH3:19])([CH3:18])[CH3:17])=[O:14])[CH2:9][C:8]=1[C:20]([O:22][CH2:23][CH3:24])=[O:21])(=O)=O.[F:27][C:28]1[CH:29]=[C:30](B(O)O)[CH:31]=[CH:32][C:33]=1[F:34].C(=O)([O-])[O-].[Na+].[Na+]. Product: [F:27][C:28]1[CH:29]=[C:30]([C:7]2[CH2:12][CH2:11][N:10]([C:13]([O:15][C:16]([CH3:17])([CH3:18])[CH3:19])=[O:14])[CH2:9][C:8]=2[C:20]([O:22][CH2:23][CH3:24])=[O:21])[CH:31]=[CH:32][C:33]=1[F:34]. The catalyst class is: 75. (2) The catalyst class is: 16. Product: [Cl:33][C:34]1[C:39]([CH2:40][NH:41][C:23]([C:6]2[CH:7]=[C:8]([C:10]3[CH:15]=[CH:14][C:13]([CH2:16][N:17]4[CH2:18][CH2:19][O:20][CH2:21][CH2:22]4)=[CH:12][CH:11]=3)[CH:9]=[C:4]([N:3]([CH2:1][CH3:2])[CH:27]3[CH2:28][CH2:29][O:30][CH2:31][CH2:32]3)[C:5]=2[CH3:26])=[O:24])=[C:38]([Cl:42])[CH:37]=[C:36]([CH3:43])[N:35]=1. Reactant: [CH2:1]([N:3]([CH:27]1[CH2:32][CH2:31][O:30][CH2:29][CH2:28]1)[C:4]1[C:5]([CH3:26])=[C:6]([C:23](O)=[O:24])[CH:7]=[C:8]([C:10]2[CH:15]=[CH:14][C:13]([CH2:16][N:17]3[CH2:22][CH2:21][O:20][CH2:19][CH2:18]3)=[CH:12][CH:11]=2)[CH:9]=1)[CH3:2].[Cl:33][C:34]1[C:39]([CH2:40][NH2:41])=[C:38]([Cl:42])[CH:37]=[C:36]([CH3:43])[N:35]=1.C1CN([P+](ON2N=NC3C=CC=CC2=3)(N2CCCC2)N2CCCC2)CC1.F[P-](F)(F)(F)(F)F.C(N(CC)CC)C.